From a dataset of NCI-60 drug combinations with 297,098 pairs across 59 cell lines. Regression. Given two drug SMILES strings and cell line genomic features, predict the synergy score measuring deviation from expected non-interaction effect. (1) Drug 1: C1CCN(CC1)CCOC2=CC=C(C=C2)C(=O)C3=C(SC4=C3C=CC(=C4)O)C5=CC=C(C=C5)O. Drug 2: COCCOC1=C(C=C2C(=C1)C(=NC=N2)NC3=CC=CC(=C3)C#C)OCCOC.Cl. Cell line: HCT-15. Synergy scores: CSS=13.6, Synergy_ZIP=-3.39, Synergy_Bliss=0.0574, Synergy_Loewe=0.931, Synergy_HSA=1.48. (2) Drug 2: N.N.Cl[Pt+2]Cl. Cell line: OVCAR-4. Synergy scores: CSS=52.3, Synergy_ZIP=2.21, Synergy_Bliss=0.978, Synergy_Loewe=-1.85, Synergy_HSA=-1.80. Drug 1: CC(C)CN1C=NC2=C1C3=CC=CC=C3N=C2N. (3) Cell line: RXF 393. Synergy scores: CSS=7.40, Synergy_ZIP=-2.41, Synergy_Bliss=1.04, Synergy_Loewe=-2.00, Synergy_HSA=1.70. Drug 1: CCC1(CC2CC(C3=C(CCN(C2)C1)C4=CC=CC=C4N3)(C5=C(C=C6C(=C5)C78CCN9C7C(C=CC9)(C(C(C8N6C)(C(=O)OC)O)OC(=O)C)CC)OC)C(=O)OC)O.OS(=O)(=O)O. Drug 2: C1CN(P(=O)(OC1)NCCCl)CCCl.